This data is from Full USPTO retrosynthesis dataset with 1.9M reactions from patents (1976-2016). The task is: Predict the reactants needed to synthesize the given product. (1) Given the product [F:31][C:2]([F:1])([F:32])[C:3]1([CH2:7][N:8]2[CH2:9][CH2:10][CH:11]([CH2:14][O:15][C:16]3[CH:17]=[CH:18][C:19]([C:22]4[CH:27]=[CH:26][C:25]([C:28](=[O:30])[CH3:29])=[CH:24][CH:23]=4)=[CH:20][CH:21]=3)[CH2:12][CH2:13]2)[CH2:6][CH2:5][CH2:4]1, predict the reactants needed to synthesize it. The reactants are: [F:1][C:2]([F:32])([F:31])[C:3]1([CH2:7][N:8]2[CH2:13][CH2:12][CH:11]([CH2:14][O:15][C:16]3[CH:21]=[CH:20][C:19]([C:22]4[CH:27]=[CH:26][C:25]([CH:28]([OH:30])[CH3:29])=[CH:24][CH:23]=4)=[CH:18][CH:17]=3)[CH2:10][CH2:9]2)[CH2:6][CH2:5][CH2:4]1.CC(OI1(OC(C)=O)(OC(C)=O)OC(=O)C2C=CC=CC1=2)=O.C([O-])(O)=O.[Na+]. (2) Given the product [Cl:1][C:2]1[CH:11]=[C:10]2[C:5]([CH:6]=[C:7]([C:12]([NH:18][NH:19][S:20]([C:23]3[CH:29]=[CH:28][C:26]([CH3:27])=[CH:25][CH:24]=3)(=[O:22])=[O:21])=[O:14])[CH:8]=[N:9]2)=[CH:4][CH:3]=1, predict the reactants needed to synthesize it. The reactants are: [Cl:1][C:2]1[CH:11]=[C:10]2[C:5]([CH:6]=[C:7]([C:12]([O:14]CC)=O)[CH:8]=[N:9]2)=[CH:4][CH:3]=1.O.[NH2:18][NH2:19].[S:20](Cl)([C:23]1[CH:29]=[CH:28][C:26]([CH3:27])=[CH:25][CH:24]=1)(=[O:22])=[O:21]. (3) Given the product [CH3:15][CH:14]([CH3:16])[C:13]([O:5][C:1]([CH3:4])([CH3:3])[CH3:2])=[O:17], predict the reactants needed to synthesize it. The reactants are: [C:1]([OH:5])([CH3:4])([CH3:3])[CH3:2].C(N(CC)CC)C.[C:13](Cl)(=[O:17])[CH:14]([CH3:16])[CH3:15].Cl. (4) The reactants are: Br[C:2]1[C:10]2[CH:9]=[CH:8][S:7][C:6]=2[CH:5]=[CH:4][CH:3]=1.[Mg].II.CON(C)[C:17](=[O:21])[CH2:18][CH2:19][CH3:20]. Given the product [S:7]1[CH:8]=[CH:9][C:10]2[C:2]([C:17](=[O:21])[CH2:18][CH2:19][CH3:20])=[CH:3][CH:4]=[CH:5][C:6]1=2, predict the reactants needed to synthesize it. (5) The reactants are: [NH2:1][C:2]1[CH:7]=[CH:6][C:5](B(O)O)=[CH:4][CH:3]=1.[N:11]1([CH2:16][C:17]2[CH:18]=[CH:19][C:20](Br)=[N:21][CH:22]=2)[CH:15]=[CH:14][N:13]=[CH:12]1. Given the product [N:11]1([CH2:16][C:17]2[CH:18]=[CH:19][C:20]([C:5]3[CH:6]=[CH:7][C:2]([NH2:1])=[CH:3][CH:4]=3)=[N:21][CH:22]=2)[CH:15]=[CH:14][N:13]=[CH:12]1, predict the reactants needed to synthesize it. (6) Given the product [CH2:1]([O:3][C:4]1[CH:9]=[CH:8][C:7]([S:27]([Cl:31])(=[O:29])=[O:28])=[CH:6][C:5]=1[C:10]1[NH:15][C:14](=[O:16])[C:13]2=[C:17]([CH3:26])[N:18]=[C:19]([CH2:20][CH2:21][CH2:22][CH2:23][CH2:24][CH3:25])[N:12]2[N:11]=1)[CH3:2], predict the reactants needed to synthesize it. The reactants are: [CH2:1]([O:3][C:4]1[CH:9]=[CH:8][CH:7]=[CH:6][C:5]=1[C:10]1[NH:15][C:14](=[O:16])[C:13]2=[C:17]([CH3:26])[N:18]=[C:19]([CH2:20][CH2:21][CH2:22][CH2:23][CH2:24][CH3:25])[N:12]2[N:11]=1)[CH3:2].[S:27]([Cl:31])(=O)(=[O:29])[OH:28].S(Cl)(Cl)(=O)=O. (7) Given the product [CH:1]1([C:4]2[C:5]([C:34]3[C:42]4[C:37](=[CH:38][CH:39]=[CH:40][CH:41]=4)[NH:36][CH:35]=3)=[N:6][C:7]([NH:10][C@@H:11]3[CH2:16][CH2:15][CH2:14][C@H:13]([NH:17][C:18]([C:20]4[CH:21]=[CH:22][C:23]([NH:26][C:27](=[O:33])[O:28][C:29]([CH3:30])([CH3:31])[CH3:32])=[CH:24][CH:25]=4)=[O:19])[CH2:12]3)=[N:8][CH:9]=2)[CH2:2][CH2:3]1, predict the reactants needed to synthesize it. The reactants are: [CH:1]1([C:4]2[C:5]([C:34]3[C:42]4[C:37](=[CH:38][CH:39]=[CH:40][CH:41]=4)[N:36](S(C4C=CC=CC=4)(=O)=O)[CH:35]=3)=[N:6][C:7]([NH:10][C@@H:11]3[CH2:16][CH2:15][CH2:14][C@H:13]([NH:17][C:18]([C:20]4[CH:25]=[CH:24][C:23]([NH:26][C:27](=[O:33])[O:28][C:29]([CH3:32])([CH3:31])[CH3:30])=[CH:22][CH:21]=4)=[O:19])[CH2:12]3)=[N:8][CH:9]=2)[CH2:3][CH2:2]1.[OH-].[Na+]. (8) Given the product [F:10][C:9]([F:12])([F:11])[O:8][C:5]1[CH:6]=[CH:7][C:2]([C:15]#[N:16])=[CH:3][C:4]=1[F:13], predict the reactants needed to synthesize it. The reactants are: Br[C:2]1[CH:7]=[CH:6][C:5]([O:8][C:9]([F:12])([F:11])[F:10])=[C:4]([F:13])[CH:3]=1.[Cu][C:15]#[N:16].[Cu](C#N)C#N.